Task: Predict which catalyst facilitates the given reaction.. Dataset: Catalyst prediction with 721,799 reactions and 888 catalyst types from USPTO (1) Reactant: [NH:1](C(OC(C)(C)C)=O)[CH2:2][C:3]([NH:5][CH2:6][C:7]([NH:9][C@H:10]([C:14]([NH:16][C@H:17]([C:22](O)=[O:23])[CH2:18][CH:19]([CH3:21])[CH3:20])=[O:15])[CH:11]([CH3:13])[CH3:12])=[O:8])=[O:4].[NH2:32][C@H:33]([C:37]([NH:39][C@H:40]([C:46]([N:48]1CC[CH2:61][C@H:49]1[C:50]([NH:52][CH2:53][C:54]([O:56]C(C)(C)C)=[O:55])=[O:51])=[O:47])[CH2:41][CH2:42][C:43](=[O:45])[NH2:44])=[O:38])[CH:34]([CH3:36])[CH3:35].[CH2:64](Cl)[CH2:65]Cl.Cl.O1CCOCC1. Product: [NH2:1][CH2:2][C:3]([NH:5][CH2:6][C:7]([NH:9][C@H:10]([C:14]([NH:16][C@H:17]([C:22]([NH:32][C@H:33]([C:37]([NH:39][C@H:40]([C:46]([N:48]1[CH2:65][CH2:64][CH2:61][C@H:49]1[C:50]([NH:52][CH2:53][C:54]([OH:56])=[O:55])=[O:51])=[O:47])[CH2:41][CH2:42][C:43](=[O:45])[NH2:44])=[O:38])[CH:34]([CH3:35])[CH3:36])=[O:23])[CH2:18][CH:19]([CH3:21])[CH3:20])=[O:15])[CH:11]([CH3:12])[CH3:13])=[O:8])=[O:4]. The catalyst class is: 287. (2) Reactant: [C:1]([C:4]1[C:22](=[O:23])[C@@:8]2([CH3:24])[C:9]3[C:15]([OH:16])=[CH:14][C:13]([O:17][CH3:18])=[C:12]([C:19]([NH2:21])=[O:20])[C:10]=3[O:11][C:7]2=[CH:6][C:5]=1[OH:25])(=[O:3])[CH3:2].[CH:26]([C:28]1[C:37]2[C:32](=[CH:33][CH:34]=[CH:35][CH:36]=2)[CH:31]=[C:30](/[CH:38]=[CH:39]/[C:40]([O:42][CH3:43])=[O:41])[CH:29]=1)=O.C([SiH](CC)CC)C.FC(F)(F)C(O)=O. Product: [C:1]([C:4]1[C:22](=[O:23])[C@@:8]2([CH3:24])[C:9]3[C:15]([OH:16])=[CH:14][C:13]([O:17][CH3:18])=[C:12]([C:19]([NH:21][CH2:26][C:28]4[C:37]5[C:32](=[CH:33][CH:34]=[CH:35][CH:36]=5)[CH:31]=[C:30](/[CH:38]=[CH:39]/[C:40]([O:42][CH3:43])=[O:41])[CH:29]=4)=[O:20])[C:10]=3[O:11][C:7]2=[CH:6][C:5]=1[OH:25])(=[O:3])[CH3:2]. The catalyst class is: 10. (3) Reactant: C(=O)=O.[OH-].[Na+].[CH:6]1([P:12](=O)([CH:19]2[CH2:24][CH2:23][CH2:22][CH2:21][CH2:20]2)[CH:13]2[CH2:18][CH2:17][CH2:16][CH2:15][CH2:14]2)[CH2:11][CH2:10][CH2:9][CH2:8][CH2:7]1.C(Cl)([Cl:28])=O. Product: [ClH:28].[CH:19]1([P:12]([CH:6]2[CH2:7][CH2:8][CH2:9][CH2:10][CH2:11]2)[CH:13]2[CH2:18][CH2:17][CH2:16][CH2:15][CH2:14]2)[CH2:20][CH2:21][CH2:22][CH2:23][CH2:24]1. The catalyst class is: 11. (4) Reactant: [F:1][C:2]([F:9])([F:8])/[CH:3]=[CH:4]/[C:5](O)=[O:6].C(Cl)(=O)C(Cl)=O.[CH3:16][C:17]1[N:22]=[C:21]([NH:23][CH2:24][CH2:25][NH2:26])[CH:20]=[N:19][CH:18]=1.CCOP(O)N(C(C)C)C(C)C. Product: [F:1][C:2]([F:9])([F:8])/[CH:3]=[CH:4]/[C:5]([NH:26][CH2:25][CH2:24][NH:23][C:21]1[CH:20]=[N:19][CH:18]=[C:17]([CH3:16])[N:22]=1)=[O:6]. The catalyst class is: 120. (5) Reactant: [CH3:1][NH:2][C:3](=[O:18])[CH2:4][N:5]([CH2:13][C:14]([NH:16][CH3:17])=[O:15])CC1C=CC=CC=1. Product: [CH3:17][NH:16][C:14](=[O:15])[CH2:13][NH:5][CH2:4][C:3]([NH:2][CH3:1])=[O:18]. The catalyst class is: 19. (6) Reactant: [CH3:1][N:2]([CH3:10])[C:3]1[CH:4]=[C:5]([OH:9])[CH:6]=[CH:7][CH:8]=1.[CH3:11][C:12]([CH3:21])([CH3:20])[C:13](=O)[CH2:14][C:15](OC)=[O:16]. Product: [C:12]([C:13]1[O:9][C:5]2[C:6]([C:15](=[O:16])[CH:14]=1)=[CH:7][CH:8]=[C:3]([N:2]([CH3:10])[CH3:1])[CH:4]=2)([CH3:21])([CH3:20])[CH3:11]. The catalyst class is: 665.